Task: Predict the product of the given reaction.. Dataset: Forward reaction prediction with 1.9M reactions from USPTO patents (1976-2016) (1) The product is: [Cl:1][C:2]1[CH:3]=[CH:4][C:5]([C:28]([F:29])([F:31])[F:30])=[C:6]([CH:27]=1)[CH2:7][N:8]1[CH2:13][CH2:12][NH:11][C:10]2[N:14]=[CH:15][C:16]([C:18]3[CH:19]=[C:20]([C:21]([N:44]4[CH2:45][CH2:46][N:41]([C:35]5[C:36]6[S:40][CH:39]=[CH:38][C:37]=6[N:32]=[CH:33][N:34]=5)[CH2:42][CH2:43]4)=[O:22])[CH:24]=[CH:25][CH:26]=3)=[CH:17][C:9]1=2. Given the reactants [Cl:1][C:2]1[CH:3]=[CH:4][C:5]([C:28]([F:31])([F:30])[F:29])=[C:6]([CH:27]=1)[CH2:7][N:8]1[CH2:13][CH2:12][NH:11][C:10]2[N:14]=[CH:15][C:16]([C:18]3[CH:19]=[C:20]([CH:24]=[CH:25][CH:26]=3)[C:21](O)=[O:22])=[CH:17][C:9]1=2.[N:32]1[C:37]2[CH:38]=[CH:39][S:40][C:36]=2[C:35]([N:41]2[CH2:46][CH2:45][NH:44][CH2:43][CH2:42]2)=[N:34][CH:33]=1, predict the reaction product. (2) Given the reactants [CH3:1][C:2]1[N:7]=[C:6]([N:8]2[CH2:13][CH2:12][N:11]([C:14](=[O:33])[C@@H:15]([NH:25]C(=O)OC(C)(C)C)[CH2:16][CH2:17][CH2:18][CH2:19][NH:20][C:21](=[O:24])[CH:22]=[CH2:23])[CH2:10][CH2:9]2)[CH:5]=[CH:4][CH:3]=1.C(O)(C(F)(F)F)=O.C(Cl)Cl, predict the reaction product. The product is: [NH2:25][C@H:15]([C:14]([N:11]1[CH2:12][CH2:13][N:8]([C:6]2[CH:5]=[CH:4][CH:3]=[C:2]([CH3:1])[N:7]=2)[CH2:9][CH2:10]1)=[O:33])[CH2:16][CH2:17][CH2:18][CH2:19][NH:20][C:21](=[O:24])[CH:22]=[CH2:23]. (3) Given the reactants [Cl:1][C:2]1[C:3]([F:49])=[C:4]([C@@H:8]2[C@:12]([C:15]3[CH:20]=[CH:19][C:18]([Cl:21])=[CH:17][C:16]=3[F:22])([C:13]#[N:14])[C@H:11]([CH2:23][C:24]([CH3:27])([CH3:26])[CH3:25])[NH:10][C@H:9]2[C:28]([N:30]2[CH2:35][CH2:34][N:33]([CH2:36][C:37]([NH:39][CH2:40][CH2:41][C@H:42]3[CH2:46][O:45]C(C)(C)[O:43]3)=[O:38])[CH2:32][CH2:31]2)=[O:29])[CH:5]=[CH:6][CH:7]=1, predict the reaction product. The product is: [Cl:1][C:2]1[C:3]([F:49])=[C:4]([C@@H:8]2[C@:12]([C:15]3[CH:20]=[CH:19][C:18]([Cl:21])=[CH:17][C:16]=3[F:22])([C:13]#[N:14])[C@H:11]([CH2:23][C:24]([CH3:25])([CH3:26])[CH3:27])[NH:10][C@H:9]2[C:28]([N:30]2[CH2:35][CH2:34][N:33]([CH2:36][C:37]([NH:39][CH2:40][CH2:41][C@H:42]([OH:43])[CH2:46][OH:45])=[O:38])[CH2:32][CH2:31]2)=[O:29])[CH:5]=[CH:6][CH:7]=1. (4) Given the reactants [C:1]([O:5][C:6](=[O:22])[C:7]1[CH:12]=[CH:11][CH:10]=[C:9]([NH:13][CH2:14][C:15]2[CH:20]=[CH:19][C:18]([Cl:21])=[CH:17][CH:16]=2)[CH:8]=1)([CH3:4])([CH3:3])[CH3:2].[CH3:23][N:24]1[CH:28]=[CH:27][C:26]([S:29](Cl)(=[O:31])=[O:30])=[N:25]1.N1C=CC=CC=1.O, predict the reaction product. The product is: [C:1]([O:5][C:6](=[O:22])[C:7]1[CH:12]=[CH:11][CH:10]=[C:9]([N:13]([CH2:14][C:15]2[CH:16]=[CH:17][C:18]([Cl:21])=[CH:19][CH:20]=2)[S:29]([C:26]2[CH:27]=[CH:28][N:24]([CH3:23])[N:25]=2)(=[O:31])=[O:30])[CH:8]=1)([CH3:4])([CH3:2])[CH3:3].